From a dataset of Full USPTO retrosynthesis dataset with 1.9M reactions from patents (1976-2016). Predict the reactants needed to synthesize the given product. Given the product [F:1][C:2]1[CH:3]=[C:4]([CH:5]([OH:6])[CH2:2][CH2:3][CH:4]([CH3:7])[CH3:5])[CH:7]=[C:8]([F:10])[CH:9]=1, predict the reactants needed to synthesize it. The reactants are: [F:1][C:2]1[CH:3]=[C:4]([CH:7]=[C:8]([F:10])[CH:9]=1)[CH:5]=[O:6].